From a dataset of Forward reaction prediction with 1.9M reactions from USPTO patents (1976-2016). Predict the product of the given reaction. (1) Given the reactants Cl.O1CCOCC1.C(OC(=O)[C:12]([N:14]([CH2:16][C:17]([NH:28][C:29]([O:31]C(C)(C)C)=O)([C:19]1[CH:24]=[CH:23][CH:22]=[C:21]([N+:25]([O-:27])=[O:26])[CH:20]=1)[CH3:18])[CH3:15])=[O:13])C, predict the reaction product. The product is: [CH3:15][N:14]1[CH2:16][C:17]([CH3:18])([C:19]2[CH:24]=[CH:23][CH:22]=[C:21]([N+:25]([O-:27])=[O:26])[CH:20]=2)[NH:28][C:29](=[O:31])[C:12]1=[O:13]. (2) Given the reactants [CH3:1][C:2]1[S:6][C:5]2[NH:7][C:8]3[CH:9]=[CH:10][CH:11]=[CH:12][C:13]=3[N:14]=[C:15]([N:16]3[CH2:21][CH2:20][N:19]([CH3:22])[CH2:18][CH2:17]3)[C:4]=2[CH:3]=1.[CH2:23]([CH:31]([CH2:37][CH2:38][CH2:39][CH2:40][CH2:41][CH2:42][CH2:43][CH3:44])[C:32]([O:34][CH2:35][I:36])=[O:33])[CH2:24][CH2:25][CH2:26][CH2:27][CH2:28][CH2:29][CH3:30], predict the reaction product. The product is: [I-:36].[CH3:22][N+:19]1([CH2:35][O:34][C:32](=[O:33])[CH:31]([CH2:37][CH2:38][CH2:39][CH2:40][CH2:41][CH2:42][CH2:43][CH3:44])[CH2:23][CH2:24][CH2:25][CH2:26][CH2:27][CH2:28][CH2:29][CH3:30])[CH2:18][CH2:17][N:16]([C:15]2[C:4]3[CH:3]=[C:2]([CH3:1])[S:6][C:5]=3[NH:7][C:8]3[CH:9]=[CH:10][CH:11]=[CH:12][C:13]=3[N:14]=2)[CH2:21][CH2:20]1. (3) Given the reactants C1(CCCC2C=C[N+]([O-:16])=CC=2)C=CC=CC=1.Cl[O-].[Na+].[Cl:20][C:21]1[CH:29]=[C:28]2[C:24]([CH:25]=[CH:26][CH2:27]2)=[CH:23][CH:22]=1, predict the reaction product. The product is: [Cl:20][C:21]1[CH:22]=[CH:23][C:24]2[C@H:25]3[O:16][C@H:26]3[CH2:27][C:28]=2[CH:29]=1.